Dataset: Experimentally validated miRNA-target interactions with 360,000+ pairs, plus equal number of negative samples. Task: Binary Classification. Given a miRNA mature sequence and a target amino acid sequence, predict their likelihood of interaction. The miRNA is hsa-miR-125b-5p with sequence UCCCUGAGACCCUAACUUGUGA. The protein sequence of the target gene is MADANKAEVPGATGGDSPHLQPAEPPGEPRREPHPAEAEKQQPQHSSSSNGVKMENDESAKEEKSDLKEKSTGSKKANRFHPYSKDKNSGAGEKKGPNRNRVFISNIPYDMKWQAIKDLMREKVGEVTYVELFKDAEGKSRGCGVVEFKDEEFVKKALETMNKYDLSGRPLNIKEDPDGENARRALQRTGGSFPGGHVPDMGSGLMNLPPSILNNPNIPPEVISNLQAGRLGSTIFVANLDFKVGWKKLKEVFSIAGTVKRADIKEDKDGKSRGMGTVTFEQAIEAVQAISMFNGQFLFD.... Result: 1 (interaction).